From a dataset of Forward reaction prediction with 1.9M reactions from USPTO patents (1976-2016). Predict the product of the given reaction. (1) Given the reactants O[CH2:2][C:3]1[CH:8]=[CH:7][C:6]([CH2:9][CH2:10][N:11]2[CH:16]=[CH:15][C:14]([O:17][CH2:18][C:19]3[C:24]([CH3:25])=[CH:23][CH:22]=[CH:21][N:20]=3)=[CH:13][C:12]2=[O:26])=[CH:5][CH:4]=1.P(Br)(Br)[Br:28].C(OC)(C)(C)C, predict the reaction product. The product is: [Br:28][CH2:2][C:3]1[CH:8]=[CH:7][C:6]([CH2:9][CH2:10][N:11]2[CH:16]=[CH:15][C:14]([O:17][CH2:18][C:19]3[C:24]([CH3:25])=[CH:23][CH:22]=[CH:21][N:20]=3)=[CH:13][C:12]2=[O:26])=[CH:5][CH:4]=1. (2) Given the reactants [C:1]1([NH:7][NH2:8])[CH:6]=[CH:5][CH:4]=[CH:3][CH:2]=1.C([O-])([O-])=O.[K+].[K+].Cl[C:16]([O:18][CH2:19][C:20]1[CH:25]=[CH:24][CH:23]=[CH:22][CH:21]=1)=[O:17].C[CH2:27][O:28][C:29](C)=[O:30], predict the reaction product. The product is: [C:1]1([N:7]([C:29]([O:28][CH3:27])=[O:30])[NH:8][C:16]([O:18][CH2:19][C:20]2[CH:25]=[CH:24][CH:23]=[CH:22][CH:21]=2)=[O:17])[CH:6]=[CH:5][CH:4]=[CH:3][CH:2]=1. (3) Given the reactants C([O:3][C:4](=[O:23])[CH2:5][NH:6][C:7]([C:9]1[C:14]([OH:15])=[CH:13][C:12]([C:16]2[CH:21]=[CH:20][CH:19]=[C:18]([F:22])[CH:17]=2)=[CH:11][N:10]=1)=[O:8])C.[OH-].[Na+].Cl, predict the reaction product. The product is: [F:22][C:18]1[CH:17]=[C:16]([C:12]2[CH:13]=[C:14]([OH:15])[C:9]([C:7]([NH:6][CH2:5][C:4]([OH:23])=[O:3])=[O:8])=[N:10][CH:11]=2)[CH:21]=[CH:20][CH:19]=1. (4) The product is: [Cl:1][C:2]1[CH:7]=[CH:6][C:5]([N:8]2[CH:12]([C:13]3[CH:14]=[C:15]([C:19]4[CH:24]=[CH:23][C:22]([S:25]([CH3:26])=[O:42])=[CH:21][CH:20]=4)[CH:16]=[CH:17][CH:18]=3)[CH2:11][C:10]([C:27]([F:32])([F:33])[C:28]([F:29])([F:30])[F:31])=[N:9]2)=[CH:4][CH:3]=1. Given the reactants [Cl:1][C:2]1[CH:7]=[CH:6][C:5]([N:8]2[CH:12]([C:13]3[CH:14]=[C:15]([C:19]4[CH:24]=[CH:23][C:22]([S:25][CH3:26])=[CH:21][CH:20]=4)[CH:16]=[CH:17][CH:18]=3)[CH2:11][C:10]([C:27]([F:33])([F:32])[C:28]([F:31])([F:30])[F:29])=[N:9]2)=[CH:4][CH:3]=1.ClC1C=CC=C(C(OO)=[O:42])C=1, predict the reaction product. (5) Given the reactants [Cl:1][C:2]1[CH:7]=[C:6]([NH2:8])[CH:5]=[C:4]([Cl:9])[N:3]=1.C[O:11][CH:12]=[C:13]1C(=O)OC(C)(C)O[C:14]1=O, predict the reaction product. The product is: [Cl:9][C:4]1[N:3]=[C:2]([Cl:1])[CH:7]=[C:6]2[C:5]=1[C:12]([OH:11])=[CH:13][CH:14]=[N:8]2.